This data is from Full USPTO retrosynthesis dataset with 1.9M reactions from patents (1976-2016). The task is: Predict the reactants needed to synthesize the given product. (1) The reactants are: Br[C:2]1[CH:10]=[CH:9][C:5]([C:6]([OH:8])=O)=[CH:4][N:3]=1.[CH:11]1([CH2:14][NH2:15])[CH2:13][CH2:12]1.C(=O)([O-])[O-].[Na+].[Na+].S(Cl)([Cl:24])=O. Given the product [Cl:24][C:2]1[CH:10]=[CH:9][C:5]([C:6]([NH:15][CH2:14][CH:11]2[CH2:13][CH2:12]2)=[O:8])=[CH:4][N:3]=1, predict the reactants needed to synthesize it. (2) Given the product [Br:1][C:2]1[CH:3]=[C:4]2[C:9](=[CH:10][CH:11]=1)[CH2:8][CH:7]([NH:12][C:20](=[O:21])[O:22][C:23]([CH3:26])([CH3:25])[CH3:24])[CH2:6][CH2:5]2, predict the reactants needed to synthesize it. The reactants are: [Br:1][C:2]1[CH:3]=[C:4]2[C:9](=[CH:10][CH:11]=1)[CH2:8][CH:7]([NH2:12])[CH2:6][CH2:5]2.C(N(CC)CC)C.[C:20](O[C:20]([O:22][C:23]([CH3:26])([CH3:25])[CH3:24])=[O:21])([O:22][C:23]([CH3:26])([CH3:25])[CH3:24])=[O:21]. (3) Given the product [CH2:15]([N:17]1[C:25]2[C:20](=[N:21][CH:22]=[C:23]([O:26][CH3:27])[CH:24]=2)[N:19]([C:28]2[CH:33]=[CH:32][C:31]([O:34][C:3]3[N:2]([CH3:1])[C:6]4=[N:7][CH:8]=[CH:9][CH:10]=[C:5]4[N:4]=3)=[CH:30][CH:29]=2)[C:18]1=[O:35])[CH3:16], predict the reactants needed to synthesize it. The reactants are: [CH3:1][N:2]1[C:6]2=[N:7][CH:8]=[CH:9][CH:10]=[C:5]2[N:4]=[C:3]1S(C)(=O)=O.[CH2:15]([N:17]1[C:25]2[C:20](=[N:21][CH:22]=[C:23]([O:26][CH3:27])[CH:24]=2)[N:19]([C:28]2[CH:33]=[CH:32][C:31]([OH:34])=[CH:30][CH:29]=2)[C:18]1=[O:35])[CH3:16].[H-].[Na+]. (4) Given the product [F:1][C:2]1[CH:7]=[CH:6][CH:5]=[CH:4][C:3]=1[CH:8]([C:9]([O:11][C:16]1[C:15]([Cl:20])=[CH:27][C:22]([Cl:21])=[CH:23][C:24]=1[Cl:29])=[O:10])[C:12]([O:14][C:27]1[C:22]([Cl:21])=[CH:23][C:24]([Cl:29])=[CH:25][C:26]=1[Cl:28])=[O:13], predict the reactants needed to synthesize it. The reactants are: [F:1][C:2]1[CH:7]=[CH:6][CH:5]=[CH:4][C:3]=1[CH:8]([C:12]([OH:14])=[O:13])[C:9]([OH:11])=[O:10].[C:15]([Cl:20])(=O)[C:16](Cl)=O.[Cl:21][C:22]1[CH:27]=[C:26]([Cl:28])[CH:25]=[C:24]([Cl:29])[C:23]=1O. (5) Given the product [Br:1][C:2]1[C:3]([C:12]([F:15])([F:13])[F:14])=[CH:4][C:5]([F:11])=[C:6]([CH2:7][OH:8])[CH:10]=1, predict the reactants needed to synthesize it. The reactants are: [Br:1][C:2]1[C:3]([C:12]([F:15])([F:14])[F:13])=[CH:4][C:5]([F:11])=[C:6]([CH:10]=1)[C:7](O)=[O:8]. (6) Given the product [CH2:15]([NH:16][C@@H:7]1[CH2:6][CH2:5][O:4][CH2:3][C@H:2]1[CH3:1])[C:9]1[CH:14]=[CH:13][CH:12]=[CH:11][CH:10]=1.[CH2:15]([NH:16][C@H:7]1[CH2:6][CH2:5][O:4][CH2:3][C@H:2]1[CH3:1])[C:9]1[CH:14]=[CH:13][CH:12]=[CH:11][CH:10]=1, predict the reactants needed to synthesize it. The reactants are: [CH3:1][CH:2]1[C:7](=O)[CH2:6][CH2:5][O:4][CH2:3]1.[C:9]1([CH2:15][NH2:16])[CH:14]=[CH:13][CH:12]=[CH:11][CH:10]=1.C(O)(=O)C.[BH3-]C#N.[Na+].